This data is from Full USPTO retrosynthesis dataset with 1.9M reactions from patents (1976-2016). The task is: Predict the reactants needed to synthesize the given product. The reactants are: [H-].[Na+].C(OC([N:10]1[CH2:15][CH2:14][C@:13]([OH:29])([C:16]2[C:17]([CH3:28])=[N:18][C:19]([CH2:22][O:23][CH2:24][CH2:25][O:26][CH3:27])=[CH:20][CH:21]=2)[C@@H:12]([OH:30])[CH2:11]1)=O)(C)(C)C.Br[CH2:32][C:33]1[CH:34]=[CH:35][C:36]2[O:41][CH2:40][C:39](=O)[N:38]([CH2:43][CH2:44][CH2:45][O:46][CH3:47])[C:37]=2[CH:48]=1.C([O-])(O)=O.[Na+]. Given the product [CH3:27][O:26][CH2:25][CH2:24][O:23][CH2:22][C:19]1[N:18]=[C:17]([CH3:28])[C:16]([C@@:13]2([OH:29])[CH2:14][CH2:15][NH:10][CH2:11][C@@H:12]2[O:30][CH2:32][C:33]2[CH:34]=[CH:35][C:36]3[O:41][CH2:40][CH2:39][N:38]([CH2:43][CH2:44][CH2:45][O:46][CH3:47])[C:37]=3[CH:48]=2)=[CH:21][CH:20]=1, predict the reactants needed to synthesize it.